This data is from Peptide-MHC class I binding affinity with 185,985 pairs from IEDB/IMGT. The task is: Regression. Given a peptide amino acid sequence and an MHC pseudo amino acid sequence, predict their binding affinity value. This is MHC class I binding data. The binding affinity (normalized) is 0.951. The peptide sequence is FPVSIPITA. The MHC is HLA-B35:01 with pseudo-sequence HLA-B35:01.